Dataset: Reaction yield outcomes from USPTO patents with 853,638 reactions. Task: Predict the reaction yield, written as a fraction of the theoretical maximum amount of product (1.0 means a 100% yield; for example, 0.34 means a 34% yield). (1) The reactants are [C:1]([C:3]1[C:4]([C:21]2[CH:26]=[CH:25][C:24]([Cl:27])=[CH:23][C:22]=2[Cl:28])=[C:5]([C:15](N(OC)C)=[O:16])[S:6][C:7]=1[C:8]1[CH:13]=[CH:12][N:11]=[C:10]([F:14])[CH:9]=1)#[N:2].O1CCCC1.[H-].C([Al+]CC(C)C)C(C)C. No catalyst specified. The product is [Cl:28][C:22]1[CH:23]=[C:24]([Cl:27])[CH:25]=[CH:26][C:21]=1[C:4]1[C:3]([C:1]#[N:2])=[C:7]([C:8]2[CH:13]=[CH:12][N:11]=[C:10]([F:14])[CH:9]=2)[S:6][C:5]=1[CH:15]=[O:16]. The yield is 0.670. (2) The yield is 0.520. The catalyst is C1COCC1. The reactants are [Li]CCCC.N(C(C)C)C(C)C.[CH:13]1([C:16]([O:18][C:19]([CH3:22])([CH3:21])[CH3:20])=[O:17])[CH2:15][CH2:14]1.Br[CH2:24][CH2:25][CH2:26][CH2:27][Cl:28].[NH4+].[Cl-]. The product is [Cl:28][CH2:27][CH2:26][CH2:25][CH2:24][C:13]1([C:16]([O:18][C:19]([CH3:22])([CH3:21])[CH3:20])=[O:17])[CH2:15][CH2:14]1. (3) The reactants are [NH2:1][C:2]1[C:11]2[C:6](=[C:7](Br)[CH:8]=[CH:9][CH:10]=2)[N:5]=[N:4][C:3]=1[C:13]([NH:15][CH2:16][CH2:17][CH3:18])=[O:14].[CH:19]1[C:28]2[C:23](=[CH:24][CH:25]=[CH:26][CH:27]=2)[CH:22]=[CH:21][C:20]=1B(O)O. No catalyst specified. The product is [NH2:1][C:2]1[C:11]2[C:6](=[C:7]([C:21]3[CH:20]=[CH:19][C:28]4[C:23](=[CH:24][CH:25]=[CH:26][CH:27]=4)[CH:22]=3)[CH:8]=[CH:9][CH:10]=2)[N:5]=[N:4][C:3]=1[C:13]([NH:15][CH2:16][CH2:17][CH3:18])=[O:14]. The yield is 0.869. (4) The reactants are C([N:20]1[CH:24]=[C:23]([C:25]2[C:26]([NH2:31])=[N:27][CH:28]=[CH:29][CH:30]=2)[CH:22]=[N:21]1)(C1C=CC=CC=1)(C1C=CC=CC=1)C1C=CC=CC=1.Cl.CO. The catalyst is O1CCCC1. The product is [NH:20]1[CH:24]=[C:23]([C:25]2[C:26]([NH2:31])=[N:27][CH:28]=[CH:29][CH:30]=2)[CH:22]=[N:21]1. The yield is 0.683. (5) The reactants are [C:1]([O:5][C:6]([NH:8][CH2:9][C:10]1[C:11]([C:41]2[CH:46]=[CH:45][C:44]([CH3:47])=[CH:43][CH:42]=2)=[C:12]([CH2:21][O:22][C:23]2[C:27]([C:28]([O:30]CC)=[O:29])=[CH:26][N:25]([CH2:33][C:34]([O:36]C(C)(C)C)=[O:35])[N:24]=2)[C:13]([CH3:20])=[N:14][C:15]=1[CH2:16][CH:17]([CH3:19])[CH3:18])=[O:7])([CH3:4])([CH3:3])[CH3:2].[OH-].[Na+].Cl. The catalyst is O1CCCC1. The product is [C:1]([O:5][C:6]([NH:8][CH2:9][C:10]1[C:11]([C:41]2[CH:46]=[CH:45][C:44]([CH3:47])=[CH:43][CH:42]=2)=[C:12]([CH2:21][O:22][C:23]2[C:27]([C:28]([OH:30])=[O:29])=[CH:26][N:25]([CH2:33][C:34]([OH:36])=[O:35])[N:24]=2)[C:13]([CH3:20])=[N:14][C:15]=1[CH2:16][CH:17]([CH3:18])[CH3:19])=[O:7])([CH3:2])([CH3:3])[CH3:4]. The yield is 0.990. (6) The reactants are C([N:8]1[CH2:16][CH:15]2[CH:10]([C:11](=[O:28])[N:12]([C:17]3[CH:22]=[CH:21][C:20]([O:23][C:24]([F:27])([F:26])[F:25])=[CH:19][CH:18]=3)[CH2:13][CH2:14]2)[CH2:9]1)C1C=CC=CC=1.[C:37](O[C:37]([O:39][C:40]([CH3:43])([CH3:42])[CH3:41])=[O:38])([O:39][C:40]([CH3:43])([CH3:42])[CH3:41])=[O:38]. The catalyst is CO.[Pd]. The product is [C:40]([O:39][C:37]([N:8]1[CH2:16][CH:15]2[CH:10]([C:11](=[O:28])[N:12]([C:17]3[CH:22]=[CH:21][C:20]([O:23][C:24]([F:27])([F:26])[F:25])=[CH:19][CH:18]=3)[CH2:13][CH2:14]2)[CH2:9]1)=[O:38])([CH3:41])([CH3:42])[CH3:43]. The yield is 0.900.